Dataset: Forward reaction prediction with 1.9M reactions from USPTO patents (1976-2016). Task: Predict the product of the given reaction. Given the reactants [C:1]([C:3]1[CH:8]=[CH:7][C:6]([C:9]2[CH:10]=[N:11][N:12]([C:15]3[CH:23]=[CH:22][C:18]([C:19]([OH:21])=O)=[CH:17][N:16]=3)[C:13]=2[OH:14])=[C:5]([CH3:24])[C:4]=1[F:25])#[N:2].[CH3:26][N:27]([CH2:34][C:35]([F:38])([F:37])[F:36])[C@H:28]1[CH2:33][CH2:32][CH2:31][NH:30][CH2:29]1, predict the reaction product. The product is: [F:25][C:4]1[C:5]([CH3:24])=[C:6]([C:9]2[CH:10]=[N:11][N:12]([C:15]3[CH:23]=[CH:22][C:18]([C:19]([N:30]4[CH2:31][CH2:32][CH2:33][C@H:28]([N:27]([CH3:26])[CH2:34][C:35]([F:36])([F:38])[F:37])[CH2:29]4)=[O:21])=[CH:17][N:16]=3)[C:13]=2[OH:14])[CH:7]=[CH:8][C:3]=1[C:1]#[N:2].